From a dataset of Reaction yield outcomes from USPTO patents with 853,638 reactions. Predict the reaction yield, written as a fraction of the theoretical maximum amount of product (1.0 means a 100% yield; for example, 0.34 means a 34% yield). (1) The catalyst is [Cu]I. The product is [NH2:10][C:8]1[N:7]([C:12]2[CH:13]=[C:14]([OH:19])[CH:15]=[C:16]([Cl:18])[CH:17]=2)[N:6]=[C:5]([C:1]([CH3:4])([CH3:3])[CH3:2])[CH:9]=1. The reactants are [C:1]([C:5]1[CH:9]=[C:8]([NH2:10])[NH:7][N:6]=1)([CH3:4])([CH3:3])[CH3:2].Br[C:12]1[CH:13]=[C:14]([OH:19])[CH:15]=[C:16]([Cl:18])[CH:17]=1.C(=O)([O-])[O-].[K+].[K+].CN[C@@H]1CCCC[C@H]1NC. The yield is 0.620. (2) The reactants are [Cl:1][C:2]1[CH:7]=[CH:6][C:5]([C:8]2[CH:13]=[CH:12][N:11]=[C:10]([NH:14]C(=O)OC(C)(C)C)[C:9]=2[CH:22]=[O:23])=[C:4]([F:24])[CH:3]=1.C(O)(C(F)(F)F)=O. The catalyst is C(Cl)Cl. The product is [NH2:14][C:10]1[N:11]=[CH:12][CH:13]=[C:8]([C:5]2[CH:6]=[CH:7][C:2]([Cl:1])=[CH:3][C:4]=2[F:24])[C:9]=1[CH:22]=[O:23]. The yield is 0.410. (3) The yield is 0.670. The reactants are [NH2:1][C:2]1[C:7]([Cl:8])=[C:6]([OH:9])[CH:5]=[CH:4][C:3]=1[C:10](=[O:12])[CH3:11].C(=O)([O-])[O-].[Cs+].[Cs+].[CH3:19][O:20][CH:21]([O:24][CH3:25])[CH2:22]Br.CCOC(C)=O. The catalyst is CN(C=O)C.O. The product is [NH2:1][C:2]1[C:7]([Cl:8])=[C:6]([O:9][CH2:22][CH:21]([O:24][CH3:25])[O:20][CH3:19])[CH:5]=[CH:4][C:3]=1[C:10](=[O:12])[CH3:11]. (4) The reactants are Br[Zn][CH2:3][C:4]([O:6][CH2:7][CH3:8])=[O:5].[CH3:9][C:10]1[C:11](=[O:20])[C:12]([CH3:19])=[C:13]([CH3:18])[C:14](=[O:17])[C:15]=1[CH3:16].Cl.C(OCC)(=O)C. The catalyst is C1COCC1. The product is [OH:20][C:11]1([CH2:3][C:4]([O:6][CH2:7][CH3:8])=[O:5])[C:10]([CH3:9])=[C:15]([CH3:16])[C:14](=[O:17])[C:13]([CH3:18])=[C:12]1[CH3:19]. The yield is 0.940. (5) The reactants are C(O)(=O)/C=C\C(O)=O.C(O)(=O)/C=C\C(O)=O.[NH2:17][C:18]1[N:23]=[CH:22][N:21]=[C:20]2[N:24]([C@H:48]3[CH2:53][CH2:52][C@H:51]([N:54]4[CH2:59][CH2:58][N:57]([CH3:60])[CH2:56][CH2:55]4)[CH2:50][CH2:49]3)[N:25]=[C:26]([C:27]3[CH:32]=[CH:31][C:30]([NH:33][C:34]([C:36]4[N:37]([CH3:45])[C:38]5[C:43]([CH:44]=4)=[CH:42][CH:41]=[CH:40][CH:39]=5)=[O:35])=[C:29]([O:46][CH3:47])[CH:28]=3)[C:19]=12.[OH-].[Na+]. The catalyst is ClCCl. The product is [NH2:17][C:18]1[N:23]=[CH:22][N:21]=[C:20]2[N:24]([C@H:48]3[CH2:49][CH2:50][C@H:51]([N:54]4[CH2:59][CH2:58][N:57]([CH3:60])[CH2:56][CH2:55]4)[CH2:52][CH2:53]3)[N:25]=[C:26]([C:27]3[CH:32]=[CH:31][C:30]([NH:33][C:34]([C:36]4[N:37]([CH3:45])[C:38]5[C:43]([CH:44]=4)=[CH:42][CH:41]=[CH:40][CH:39]=5)=[O:35])=[C:29]([O:46][CH3:47])[CH:28]=3)[C:19]=12. The yield is 0.500. (6) The reactants are [F:1][C:2]1[CH:3]=[CH:4][C:5]([CH:8]=O)=[N:6][CH:7]=1.Cl.[NH2:11][OH:12].[OH-].[Na+].Cl. The catalyst is C(O)C.O. The product is [F:1][C:2]1[CH:3]=[CH:4][C:5]([CH:8]=[N:11][OH:12])=[N:6][CH:7]=1. The yield is 0.790. (7) The reactants are O1[C:5]2([CH2:10][CH2:9][C:8]([C:11]3[N:16]=[C:15]([NH:17][C:18]4[N:23]=[CH:22][C:21]5[N:24]=[C:25]([CH2:30][O:31]C6CCCCO6)[N:26]([CH:27]([CH3:29])[CH3:28])[C:20]=5[CH:19]=4)[CH:14]=[CH:13][N:12]=3)=[CH:7][CH2:6]2)[O:4]CC1.C(O)C.Cl. No catalyst specified. The product is [OH:31][CH2:30][C:25]1[N:26]([CH:27]([CH3:29])[CH3:28])[C:20]2[CH:19]=[C:18]([NH:17][C:15]3[CH:14]=[CH:13][N:12]=[C:11]([C:8]4[CH2:9][CH2:10][C:5](=[O:4])[CH2:6][CH:7]=4)[N:16]=3)[N:23]=[CH:22][C:21]=2[N:24]=1. The yield is 0.850.